This data is from CYP3A4 inhibition data for predicting drug metabolism from PubChem BioAssay. The task is: Regression/Classification. Given a drug SMILES string, predict its absorption, distribution, metabolism, or excretion properties. Task type varies by dataset: regression for continuous measurements (e.g., permeability, clearance, half-life) or binary classification for categorical outcomes (e.g., BBB penetration, CYP inhibition). Dataset: cyp3a4_veith. (1) The drug is O=C(O)c1cccc(OCCO)c1. The result is 0 (non-inhibitor). (2) The drug is COc1ccc(CNc2ccnc(-c3cccnc3)n2)c(OC)c1. The result is 1 (inhibitor). (3) The compound is CCOC(=O)C1=C(CSc2nc3ccccc3s2)NC(=O)NC1c1cc(C)ccc1C. The result is 1 (inhibitor).